This data is from Forward reaction prediction with 1.9M reactions from USPTO patents (1976-2016). The task is: Predict the product of the given reaction. (1) Given the reactants [Br:1][C:2]1[CH:3]=[C:4]([C@@H:9]2[CH2:13][NH:12][C:11](=[O:14])[CH2:10]2)[CH:5]=[CH:6][C:7]=1[Cl:8].Cl.[OH-:16].[Na+], predict the reaction product. The product is: [NH2:12][CH2:13][C@@H:9]([C:4]1[CH:5]=[CH:6][C:7]([Cl:8])=[C:2]([Br:1])[CH:3]=1)[CH2:10][C:11]([OH:14])=[O:16]. (2) Given the reactants [C:1]([O:5][C:6]([N:8]1[CH2:13][CH2:12][CH:11]([CH2:14][NH:15][C:16](=[O:29])[CH2:17][NH:18]C(OCC2C=CC=CC=2)=O)[CH2:10][CH2:9]1)=[O:7])([CH3:4])([CH3:3])[CH3:2], predict the reaction product. The product is: [C:1]([O:5][C:6]([N:8]1[CH2:13][CH2:12][CH:11]([CH2:14][NH:15][C:16](=[O:29])[CH2:17][NH2:18])[CH2:10][CH2:9]1)=[O:7])([CH3:4])([CH3:2])[CH3:3]. (3) Given the reactants OC(C(F)(F)F)=O.[CH2:8]([O:15][C:16]([C@@H:18]1[CH2:22][C@@H:21]([F:23])[CH2:20][NH:19]1)=[O:17])[C:9]1[CH:14]=[CH:13][CH:12]=[CH:11][CH:10]=1.[N:24]([C:27]1[C:35]2[C:30](=[CH:31][CH:32]=[CH:33][CH:34]=2)[N:29]([C:36]([NH2:38])=[O:37])[CH:28]=1)=[C:25]=[O:26].C1COCC1.C(N(CC)CC)C, predict the reaction product. The product is: [CH2:8]([O:15][C:16]([C@@H:18]1[CH2:22][C@@H:21]([F:23])[CH2:20][N:19]1[C:25](=[O:26])[NH:24][C:27]1[C:35]2[C:30](=[CH:31][CH:32]=[CH:33][CH:34]=2)[N:29]([C:36](=[O:37])[NH2:38])[CH:28]=1)=[O:17])[C:9]1[CH:10]=[CH:11][CH:12]=[CH:13][CH:14]=1. (4) Given the reactants [I-].ClC1C=CC=C[N+]=1C.[C:10]([NH:18][C:19]([N:21]([CH2:44][CH2:45][OH:46])[C:22]1[CH:27]=[CH:26][C:25]([N:28]2[CH2:32][C@H:31]([CH2:33][NH:34][C:35]([C:37]3[S:38][C:39]([Cl:42])=[CH:40][CH:41]=3)=[O:36])[O:30][C:29]2=[O:43])=[CH:24][CH:23]=1)=S)(=[O:17])[C:11]1[CH:16]=[CH:15][CH:14]=[CH:13][CH:12]=1.C(N(CC)CC)C.O, predict the reaction product. The product is: [C:10]([N:18]=[C:19]1[N:21]([C:22]2[CH:27]=[CH:26][C:25]([N:28]3[CH2:32][C@H:31]([CH2:33][NH:34][C:35]([C:37]4[S:38][C:39]([Cl:42])=[CH:40][CH:41]=4)=[O:36])[O:30][C:29]3=[O:43])=[CH:24][CH:23]=2)[CH2:44][CH2:45][O:46]1)(=[O:17])[C:11]1[CH:16]=[CH:15][CH:14]=[CH:13][CH:12]=1. (5) Given the reactants [N:1]1[CH:6]=[CH:5]N=[CH:3][C:2]=1[C:7]1[N:11]2[CH2:12][CH2:13][NH:14][C:15](=[O:16])[C:10]2=[N:9][N:8]=1.Br[CH2:18][C:19]1[CH:24]=[CH:23][CH:22]=[C:21]([C:25]([F:28])([F:27])[F:26])[C:20]=1[CH3:29].Br[CH2:31]C1C=CC=C(Cl)C=1Cl, predict the reaction product. The product is: [CH3:29][C:20]1[C:21]([C:25]([F:28])([F:27])[F:26])=[CH:22][CH:23]=[CH:24][C:19]=1[CH2:18][N:14]1[CH2:13][CH2:12][N:11]2[C:7]([C:2]3[CH:3]=[CH:31][CH:5]=[CH:6][N:1]=3)=[N:8][N:9]=[C:10]2[C:15]1=[O:16]. (6) Given the reactants [C:1](OCC)(OCC)(OCC)[CH2:2][CH3:3].Cl.N1C=CC=CC=1.[NH2:20][C:21]1[CH:22]=[N:23][C:24]2[C:29]([C:30]=1[NH:31][CH2:32][CH2:33][CH2:34][CH2:35][OH:36])=[CH:28][CH:27]=[CH:26][CH:25]=2, predict the reaction product. The product is: [CH2:2]([C:3]1[N:31]([CH2:32][CH2:33][CH2:34][CH2:35][OH:36])[C:30]2[C:29]3[CH:28]=[CH:27][CH:26]=[CH:25][C:24]=3[N:23]=[CH:22][C:21]=2[N:20]=1)[CH3:1].